Task: Predict the product of the given reaction.. Dataset: Forward reaction prediction with 1.9M reactions from USPTO patents (1976-2016) (1) Given the reactants [NH2:1][C@H:2]1[CH2:6][CH2:5][CH2:4][C@@H:3]1[CH2:7][CH2:8][C@@H:9]1[N:14]([S:15]([C:18]2[CH:23]=[CH:22][CH:21]=[CH:20][CH:19]=2)(=[O:17])=[O:16])[CH2:13][CH2:12][N:11]([C:24]([O:26][C:27]([CH3:30])([CH3:29])[CH3:28])=[O:25])[CH2:10]1.[F:31][C:32]1[CH:37]=[CH:36][C:35]([CH:38]([C:48]2[CH:53]=[CH:52][C:51]([F:54])=[CH:50][CH:49]=2)[C@H:39]([NH:43][C:44]([O:46][CH3:47])=[O:45])[C:40](O)=[O:41])=[CH:34][CH:33]=1.CCN(C(C)C)C(C)C.CN(C(ON1N=NC2C=CC=NC1=2)=[N+](C)C)C.F[P-](F)(F)(F)(F)F, predict the reaction product. The product is: [F:31][C:32]1[CH:33]=[CH:34][C:35]([CH:38]([C:48]2[CH:49]=[CH:50][C:51]([F:54])=[CH:52][CH:53]=2)[C@H:39]([NH:43][C:44]([O:46][CH3:47])=[O:45])[C:40]([NH:1][C@H:2]2[CH2:6][CH2:5][CH2:4][C@@H:3]2[CH2:7][CH2:8][C@@H:9]2[N:14]([S:15]([C:18]3[CH:23]=[CH:22][CH:21]=[CH:20][CH:19]=3)(=[O:17])=[O:16])[CH2:13][CH2:12][N:11]([C:24]([O:26][C:27]([CH3:30])([CH3:29])[CH3:28])=[O:25])[CH2:10]2)=[O:41])=[CH:36][CH:37]=1. (2) Given the reactants C[O:2][C:3]([C:5]1[C:6](=[O:19])[NH:7][C:8]2[C:13]([CH:14]=1)=[CH:12][C:11]([O:15][CH3:16])=[C:10]([O:17][CH3:18])[CH:9]=2)=[O:4].[OH-].[Na+].Cl, predict the reaction product. The product is: [CH3:16][O:15][C:11]1[CH:12]=[C:13]2[C:8](=[CH:9][C:10]=1[O:17][CH3:18])[NH:7][C:6](=[O:19])[C:5]([C:3]([OH:4])=[O:2])=[CH:14]2.